Dataset: Reaction yield outcomes from USPTO patents with 853,638 reactions. Task: Predict the reaction yield, written as a fraction of the theoretical maximum amount of product (1.0 means a 100% yield; for example, 0.34 means a 34% yield). (1) The reactants are C([O:4][C@H:5]([CH2:9][C:10]([NH:12][C:13]1[CH:18]=[CH:17][C:16]([C:19]2[C:23]([NH:24][C:25]([O:27][CH:28]([C:30]3[CH:35]=[CH:34][CH:33]=[CH:32][C:31]=3[Cl:36])[CH3:29])=[O:26])=[CH:22][O:21][N:20]=2)=[CH:15][CH:14]=1)=[O:11])[C:6]([OH:8])=[O:7])(=O)C.[OH-].[Na+].Cl. The catalyst is CO. The product is [Cl:36][C:31]1[CH:32]=[CH:33][CH:34]=[CH:35][C:30]=1[CH:28]([O:27][C:25]([NH:24][C:23]1[C:19]([C:16]2[CH:17]=[CH:18][C:13]([NH:12][C:10](=[O:11])[CH2:9][C@@H:5]([OH:4])[C:6]([OH:8])=[O:7])=[CH:14][CH:15]=2)=[N:20][O:21][CH:22]=1)=[O:26])[CH3:29]. The yield is 0.920. (2) The reactants are [CH2:1]([S:8][C:9]1[CH:14]=[CH:13][C:12]([NH:15][C:16]2[C:21]([O:22][CH3:23])=[CH:20][C:19]([C:24]3[CH:29]=[CH:28][C:27]([Cl:30])=[C:26]([CH3:31])[CH:25]=3)=[C:18]([F:32])[CH:17]=2)=[C:11]([N+:33]([O-])=O)[CH:10]=1)[C:2]1[CH:7]=[CH:6][CH:5]=[CH:4][CH:3]=1.C(O)(=O)C. The catalyst is [Zn]. The product is [CH2:1]([S:8][C:9]1[CH:10]=[C:11]([NH2:33])[C:12]([NH:15][C:16]2[C:21]([O:22][CH3:23])=[CH:20][C:19]([C:24]3[CH:29]=[CH:28][C:27]([Cl:30])=[C:26]([CH3:31])[CH:25]=3)=[C:18]([F:32])[CH:17]=2)=[CH:13][CH:14]=1)[C:2]1[CH:7]=[CH:6][CH:5]=[CH:4][CH:3]=1. The yield is 0.780.